This data is from TCR-epitope binding with 47,182 pairs between 192 epitopes and 23,139 TCRs. The task is: Binary Classification. Given a T-cell receptor sequence (or CDR3 region) and an epitope sequence, predict whether binding occurs between them. The epitope is RILGAGCFV. The TCR CDR3 sequence is CASSEAAETRTRNEQFF. Result: 0 (the TCR does not bind to the epitope).